This data is from Forward reaction prediction with 1.9M reactions from USPTO patents (1976-2016). The task is: Predict the product of the given reaction. (1) The product is: [CH3:15][O:14][C:13]1[CH:12]=[C:11]2[C:7]([CH2:8][C:9]3[C:10]2=[N:43][NH:44][C:32]=3[NH:31][C:27]2[CH:28]=[CH:29][CH:30]=[C:25]([O:24][CH3:23])[CH:26]=2)=[CH:6][C:5]=1[O:4][CH2:3][CH:2]([OH:1])[CH2:17][N:18]1[CH2:22][CH2:21][CH2:20][CH2:19]1. Given the reactants [OH:1][CH:2]([CH2:17][N:18]1[CH2:22][CH2:21][CH2:20][CH2:19]1)[CH2:3][O:4][C:5]1[CH:6]=[C:7]2[C:11](=[CH:12][C:13]=1[O:14][CH3:15])[C:10](=O)[CH2:9][CH2:8]2.[CH3:23][O:24][C:25]1[CH:26]=[C:27]([N:31]=[C:32]=S)[CH:28]=[CH:29][CH:30]=1.C[Si](C)(C)[Si](C)(C)C.[Li].[NH2:43][NH2:44].C(O)(=O)C, predict the reaction product. (2) Given the reactants [CH:1]1([C:4]2[C:5]([O:13][CH2:14][C:15]([F:18])([F:17])[F:16])=[CH:6][C:7]([C:10]([OH:12])=O)=[N:8][CH:9]=2)[CH2:3][CH2:2]1.[NH2:19][C:20]1([CH2:26][C:27]([NH2:29])=[O:28])[CH2:23][S:22](=[O:25])(=[O:24])[CH2:21]1, predict the reaction product. The product is: [NH2:29][C:27](=[O:28])[CH2:26][C:20]1([NH:19][C:10]([C:7]2[CH:6]=[C:5]([O:13][CH2:14][C:15]([F:18])([F:17])[F:16])[C:4]([CH:1]3[CH2:2][CH2:3]3)=[CH:9][N:8]=2)=[O:12])[CH2:21][S:22](=[O:24])(=[O:25])[CH2:23]1. (3) Given the reactants [C:1]([O:5][C@@H:6]([C:12]1[C:13]([CH3:32])=[N:14][C:15]2[N:16]([N:26]=[C:27]([C:29](O)=[O:30])[CH:28]=2)[C:17]=1[C:18]1[CH2:23][CH2:22][C:21]([CH3:25])([CH3:24])[CH2:20][CH:19]=1)[C:7]([O:9]CC)=[O:8])([CH3:4])([CH3:3])[CH3:2].[CH3:33][C:34]([CH3:39])([CH3:38])[CH2:35][CH2:36][NH2:37].CCN(C(C)C)C(C)C.CN(C(ON1N=NC2C=CC=NC1=2)=[N+](C)C)C.F[P-](F)(F)(F)(F)F.[OH-].[Na+], predict the reaction product. The product is: [C:1]([O:5][C@@H:6]([C:12]1[C:13]([CH3:32])=[N:14][C:15]2[N:16]([N:26]=[C:27]([C:29](=[O:30])[NH:37][CH2:36][CH2:35][C:34]([CH3:39])([CH3:38])[CH3:33])[CH:28]=2)[C:17]=1[C:18]1[CH2:23][CH2:22][C:21]([CH3:24])([CH3:25])[CH2:20][CH:19]=1)[C:7]([OH:9])=[O:8])([CH3:4])([CH3:2])[CH3:3]. (4) Given the reactants C1(C[N:8]2[CH2:13][CH2:12][C@@H:11]([CH2:14][OH:15])[C@H:10]([OH:16])[CH2:9]2)C=CC=CC=1, predict the reaction product. The product is: [OH:16][C@H:10]1[C@H:11]([CH2:14][OH:15])[CH2:12][CH2:13][NH:8][CH2:9]1.